This data is from Full USPTO retrosynthesis dataset with 1.9M reactions from patents (1976-2016). The task is: Predict the reactants needed to synthesize the given product. (1) Given the product [CH2:27]([O:26][C:25](=[O:33])[NH:24][C@H:14]1[C@H:15]([C:17]2[CH:22]=[CH:21][CH:20]=[C:19]([F:23])[CH:18]=2)[CH2:16][NH:12][CH2:13]1)[CH2:28][CH3:1], predict the reactants needed to synthesize it. The reactants are: [CH3:1]C(O)=O.C([N:12]1[CH2:16][C@@H:15]([C:17]2[CH:22]=[CH:21][CH:20]=[C:19]([F:23])[CH:18]=2)[C@H:14]([NH:24][C:25](=[O:33])[O:26][CH2:27][CH2:28][Si](C)(C)C)[CH2:13]1)C1C=CC=CC=1.OCC1(OC[C@@H](O)[C@@H](O)[C@H]1O)O. (2) The reactants are: [F:1][C:2]1[CH:7]=[CH:6][CH:5]=[CH:4][C:3]=1[C:8]1[S:12][C:11]([CH:13]=[CH:14][C:15]([OH:17])=[O:16])=[CH:10][CH:9]=1.[CH3:18]O. Given the product [CH3:18][O:16][C:15](=[O:17])[CH2:14][CH2:13][C:11]1[S:12][C:8]([C:3]2[CH:4]=[CH:5][CH:6]=[CH:7][C:2]=2[F:1])=[CH:9][CH:10]=1, predict the reactants needed to synthesize it. (3) Given the product [F:14][C:15]([F:43])([F:44])[O:16][C:17]1[CH:22]=[CH:21][C:20]([C@H:23]([O:42][C:9]2[CH:10]=[C:3]([C:2]([F:13])([F:12])[F:1])[CH:4]=[C:5]([C:6]#[N:7])[CH:8]=2)[C@@H:24]([C:28]2[CH:29]=[CH:30][C:31]([C:32]([NH:34][CH2:35][CH2:36][C:37]([OH:39])=[O:38])=[O:33])=[CH:40][CH:41]=2)[CH2:25][CH2:26][CH3:27])=[CH:19][CH:18]=1, predict the reactants needed to synthesize it. The reactants are: [F:1][C:2]([F:13])([F:12])[C:3]1[CH:4]=[C:5]([CH:8]=[C:9](F)[CH:10]=1)[C:6]#[N:7].[F:14][C:15]([F:44])([F:43])[O:16][C:17]1[CH:22]=[CH:21][C:20]([C@H:23]([OH:42])[C@@H:24]([C:28]2[CH:41]=[CH:40][C:31]([C:32]([NH:34][CH2:35][CH2:36][C:37]([OH:39])=[O:38])=[O:33])=[CH:30][CH:29]=2)[CH2:25][CH2:26][CH3:27])=[CH:19][CH:18]=1. (4) Given the product [Cl:30][C:13]1[C:12]([O:11][CH3:10])=[CH:17][N:16]=[C:15]([C:18]2[CH:23]=[CH:22][C:21]([N+:24]([O-:26])=[O:25])=[CH:20][CH:19]=2)[N:14]=1, predict the reactants needed to synthesize it. The reactants are: CN(C)C1C=CC=CC=1.[CH3:10][O:11][C:12]1[C:13](=O)[NH:14][C:15]([C:18]2[CH:23]=[CH:22][C:21]([N+:24]([O-:26])=[O:25])=[CH:20][CH:19]=2)=[N:16][CH:17]=1.O=P(Cl)(Cl)[Cl:30]. (5) The reactants are: I[C:2]1[CH:3]=[C:4]([C:20]([NH:22][CH3:23])=[O:21])[C:5](=[O:19])[N:6]([C:9]2[CH:14]=[CH:13][CH:12]=[C:11]([C:15]([F:18])([F:17])[F:16])[CH:10]=2)[C:7]=1[CH3:8].[Cl:24][C:25]1[CH:30]=[CH:29][C:28]([C:31]#[CH:32])=[CH:27][CH:26]=1.CCN(C(C)C)C(C)C. Given the product [Cl:24][C:25]1[CH:30]=[CH:29][C:28]([C:31]#[C:32][C:2]2[CH:3]=[C:4]([C:20]([NH:22][CH3:23])=[O:21])[C:5](=[O:19])[N:6]([C:9]3[CH:14]=[CH:13][CH:12]=[C:11]([C:15]([F:18])([F:17])[F:16])[CH:10]=3)[C:7]=2[CH3:8])=[CH:27][CH:26]=1, predict the reactants needed to synthesize it. (6) Given the product [F:11][C:8]1[CH:9]=[CH:10][C:5]([CH2:4][NH:3][O:2][CH3:1])=[C:6]([C:12]([F:13])([F:14])[F:15])[CH:7]=1, predict the reactants needed to synthesize it. The reactants are: [CH3:1][O:2][N:3]=[CH:4][C:5]1[CH:10]=[CH:9][C:8]([F:11])=[CH:7][C:6]=1[C:12]([F:15])([F:14])[F:13].C([BH3-])#N.[Na+]. (7) Given the product [N:14]1([C:6]2[N:7]=[CH:8][C:9]([C:11]([OH:13])=[O:12])=[N:10][C:5]=2[O:34][CH2:33][C:32]([F:36])([F:35])[F:31])[CH2:18][CH2:17][CH2:16][CH2:15]1, predict the reactants needed to synthesize it. The reactants are: C(O[C:5]1[N:10]=[C:9]([C:11]([OH:13])=[O:12])[CH:8]=[N:7][C:6]=1[N:14]1[CH2:18][CH2:17][CH2:16][CH2:15]1)CC.COC(C1C=NC(Cl)=C(Br)N=1)=O.[F:31][C:32]([F:36])([F:35])[CH2:33][OH:34].N1CCCC1.[OH-].[K+].